Dataset: Full USPTO retrosynthesis dataset with 1.9M reactions from patents (1976-2016). Task: Predict the reactants needed to synthesize the given product. (1) The reactants are: [Cl:1][C:2]1[CH:27]=[CH:26][C:25]([Cl:28])=[CH:24][C:3]=1[O:4][C:5]1[C:10]([C:11]([NH:13][C:14]2[CH:15]=[CH:16][CH:17]=[C:18]3[C:23]=2[NH:22][CH2:21][CH2:20][CH2:19]3)=[O:12])=[CH:9][N:8]=[CH:7][CH:6]=1.[CH3:29]CCCCCC.C(OCC)(=O)C. Given the product [Cl:1][C:2]1[CH:27]=[CH:26][C:25]([Cl:28])=[CH:24][C:3]=1[O:4][C:5]1[C:10]([C:11]([N:13]([CH3:29])[C:14]2[CH:15]=[CH:16][CH:17]=[C:18]3[C:23]=2[NH:22][CH2:21][CH2:20][CH2:19]3)=[O:12])=[CH:9][N:8]=[CH:7][CH:6]=1, predict the reactants needed to synthesize it. (2) Given the product [Cl:1][C:2]1[CH:7]=[C:6]([CH3:8])[CH:5]=[CH:4][C:3]=1[NH:9][C:10]([CH2:12][C@@H:13]([C:19]1[C:23]([CH:24]2[CH2:25][CH2:26]2)=[C:22]([C:27]2[O:31][N:30]=[C:29]([CH2:32][CH:33]([CH3:35])[CH3:34])[CH:28]=2)[O:21][N:20]=1)[CH2:14][CH2:15][C:16]([O-:18])=[O:17])=[O:11].[Na+:37], predict the reactants needed to synthesize it. The reactants are: [Cl:1][C:2]1[CH:7]=[C:6]([CH3:8])[CH:5]=[CH:4][C:3]=1[NH:9][C:10]([CH2:12][C@@H:13]([C:19]1[C:23]([CH:24]2[CH2:26][CH2:25]2)=[C:22]([C:27]2[O:31][N:30]=[C:29]([CH2:32][CH:33]([CH3:35])[CH3:34])[CH:28]=2)[O:21][N:20]=1)[CH2:14][CH2:15][C:16]([OH:18])=[O:17])=[O:11].[OH-].[Na+:37]. (3) Given the product [Br:1][C:2]1[CH:7]=[CH:6][C:5]([C:9](=[O:15])[C:10]([O:12][CH2:13][CH3:14])=[O:11])=[CH:4][CH:3]=1, predict the reactants needed to synthesize it. The reactants are: [Br:1][C:2]1[CH:7]=[CH:6][CH:5]=[CH:4][CH:3]=1.Cl[C:9](=[O:15])[C:10]([O:12][CH2:13][CH3:14])=[O:11].[Cl-].[Cl-].[Cl-].[Al+3].Cl. (4) The reactants are: [CH3:1][O:2][C:3]1[CH:8]=[CH:7][C:6]([C:9]2([CH2:14][NH2:15])[O:13][CH2:12][CH2:11][O:10]2)=[CH:5][CH:4]=1.CCN(C(C)C)C(C)C.[Cl:25][C:26]1[CH:27]=[C:28]2[C:32](=[CH:33][CH:34]=1)[NH:31][C:30]([C:35](O)=[O:36])=[CH:29]2.C1C=CC2N(O)N=NC=2C=1.O.CCN=C=NCCCN(C)C. Given the product [CH3:1][O:2][C:3]1[CH:4]=[CH:5][C:6]([C:9]2([CH2:14][NH:15][C:35]([C:30]3[NH:31][C:32]4[C:28]([CH:29]=3)=[CH:27][C:26]([Cl:25])=[CH:34][CH:33]=4)=[O:36])[O:10][CH2:11][CH2:12][O:13]2)=[CH:7][CH:8]=1, predict the reactants needed to synthesize it. (5) Given the product [C:1]([O:5][C:6](=[O:26])[NH:7][C@@H:8]([CH2:19][C:20]1[CH:21]=[CH:22][CH:23]=[CH:24][CH:25]=1)[C@@H:9]([OH:18])[CH:10]([NH:11][S:36]([C:32]1[CH:33]=[CH:34][CH:35]=[C:30]([N+:27]([O-:29])=[O:28])[CH:31]=1)(=[O:38])=[O:37])[O:43][CH:44]1[CH2:40][CH2:41][CH2:42][CH2:45]1)([CH3:2])([CH3:3])[CH3:4], predict the reactants needed to synthesize it. The reactants are: [C:1]([O:5][C:6](=[O:26])[NH:7][C@@H:8]([CH2:19][C:20]1[CH:25]=[CH:24][CH:23]=[CH:22][CH:21]=1)[C@H:9]([OH:18])[CH2:10][NH:11]OC1CCCC1)([CH3:4])([CH3:3])[CH3:2].[N+:27]([C:30]1[CH:31]=[C:32]([S:36](Cl)(=[O:38])=[O:37])[CH:33]=[CH:34][CH:35]=1)([O-:29])=[O:28].[CH2:40]1[CH2:44][O:43][CH2:42][CH2:41]1.[CH:45](N(C(C)C)CC)(C)C. (6) Given the product [NH2:8][C@H:9]([CH3:33])[C:10]([NH:12][C@@H:13]([CH2:24][C:25]1[CH:26]=[CH:27][C:28]([O:31][CH3:32])=[CH:29][CH:30]=1)[C:14]([O:16][CH2:17][C:18]1[CH:23]=[CH:22][CH:21]=[CH:20][CH:19]=1)=[O:15])=[O:11].[C:34]([OH:40])([C:36]([F:39])([F:38])[F:37])=[O:35], predict the reactants needed to synthesize it. The reactants are: C(OC([NH:8][C@H:9]([CH3:33])[C:10]([NH:12][C@@H:13]([CH2:24][C:25]1[CH:30]=[CH:29][C:28]([O:31][CH3:32])=[CH:27][CH:26]=1)[C:14]([O:16][CH2:17][C:18]1[CH:23]=[CH:22][CH:21]=[CH:20][CH:19]=1)=[O:15])=[O:11])=O)(C)(C)C.[C:34]([OH:40])([C:36]([F:39])([F:38])[F:37])=[O:35].